From a dataset of Reaction yield outcomes from USPTO patents with 853,638 reactions. Predict the reaction yield, written as a fraction of the theoretical maximum amount of product (1.0 means a 100% yield; for example, 0.34 means a 34% yield). (1) The reactants are [CH3:1][C:2]1[C:6]([CH2:7][N:8]2[CH:12]=[C:11]([N:13]3[C:17](=[O:18])[CH2:16][NH:15][C:14]3=[O:19])[CH:10]=[N:9]2)=[C:5]([CH3:20])[O:4][N:3]=1.[CH2:21](Br)[C:22]1[CH:27]=[CH:26][CH:25]=[CH:24][CH:23]=1. No catalyst specified. The product is [CH2:21]([N:15]1[CH2:16][C:17](=[O:18])[N:13]([C:11]2[CH:10]=[N:9][N:8]([CH2:7][C:6]3[C:2]([CH3:1])=[N:3][O:4][C:5]=3[CH3:20])[CH:12]=2)[C:14]1=[O:19])[C:22]1[CH:27]=[CH:26][CH:25]=[CH:24][CH:23]=1. The yield is 0.400. (2) The reactants are [C:1]([O:6][CH2:7][CH:8](OCC)[O:9]CC)(=[O:5])[CH2:2][CH2:3][CH3:4].C(O)(C(F)(F)F)=O.O. The catalyst is C(Cl)Cl. The product is [C:1]([O:6][CH2:7][CH:8]=[O:9])(=[O:5])[CH2:2][CH2:3][CH3:4]. The yield is 1.00. (3) The reactants are [CH2:1]([C:5]1[N:6]=[C:7]([CH3:27])[NH:8][C:9](=[O:26])[C:10]=1[CH2:11][C:12]1[CH:17]=[CH:16][C:15]([C:18]2[C:19]([C:24]#[N:25])=[CH:20][CH:21]=[CH:22][CH:23]=2)=[CH:14][CH:13]=1)[CH2:2][CH2:3][CH3:4].N(C(N1CCCCC1)=O)=NC(N1CCCCC1)=O.C(P(CCCC)CCCC)CCC.[CH3:59][C:60]1[CH:61]=[CH:62][C:63]([CH2:66]O)=[N:64][CH:65]=1. The catalyst is C(OCC)(=O)C.O1CCCC1. The product is [CH2:1]([C:5]1[N:6]=[C:7]([CH3:27])[N:8]([CH2:66][C:63]2[CH:62]=[CH:61][C:60]([CH3:59])=[CH:65][N:64]=2)[C:9](=[O:26])[C:10]=1[CH2:11][C:12]1[CH:17]=[CH:16][C:15]([C:18]2[C:19]([C:24]#[N:25])=[CH:20][CH:21]=[CH:22][CH:23]=2)=[CH:14][CH:13]=1)[CH2:2][CH2:3][CH3:4]. The yield is 0.470.